Dataset: Catalyst prediction with 721,799 reactions and 888 catalyst types from USPTO. Task: Predict which catalyst facilitates the given reaction. (1) Reactant: C[Si](C)(C)[Si](C)(C)C.II.[Cl:11][C:12]1[CH:21]=[CH:20][C:19]2[CH:18]([CH2:22][CH:23]=[CH2:24])[N:17](C(OC)=O)[CH2:16][CH2:15][C:14]=2[N:13]=1. Product: [Cl:11][C:12]1[CH:21]=[CH:20][C:19]2[CH:18]([CH2:22][CH:23]=[CH2:24])[NH:17][CH2:16][CH2:15][C:14]=2[N:13]=1. The catalyst class is: 2. (2) The catalyst class is: 1. Reactant: Br[C:2]1[CH:7]=[CH:6][C:5]([CH2:8][CH2:9][CH2:10][CH2:11][CH2:12][CH3:13])=[CH:4][CH:3]=1.C([Li])(C)(C)C.[B:19](OC)([O:22]C)[O:20]C. Product: [CH2:8]([C:5]1[CH:6]=[CH:7][C:2]([B:19]([OH:22])[OH:20])=[CH:3][CH:4]=1)[CH2:9][CH2:10][CH2:11][CH2:12][CH3:13]. (3) Reactant: C[Si](Cl)(C)C.[I-].[Na+].C([O:15][C:16]1[C:21]([Cl:22])=[C:20]([CH3:23])[C:19]([C:24]([F:27])([F:26])[F:25])=[CH:18][N:17]=1)C1C=CC=CC=1. Product: [OH:15][C:16]1[C:21]([Cl:22])=[C:20]([CH3:23])[C:19]([C:24]([F:27])([F:25])[F:26])=[CH:18][N:17]=1. The catalyst class is: 10. (4) Reactant: [CH3:1][N:2]([CH2:10][CH2:11][N:12]1[CH:16]=[N:15][CH:14]=[N:13]1)C(OC(C)(C)C)=O.FC(F)(F)C(O)=O. Product: [CH3:1][NH:2][CH2:10][CH2:11][N:12]1[CH:16]=[N:15][CH:14]=[N:13]1. The catalyst class is: 2. (5) Reactant: Br[C:2]1[CH:3]=[CH:4][C:5]2[O:6][CH2:7][C:8](=[O:12])[NH:9][C:10]=2[N:11]=1.[F:13][C:14]1[CH:19]=[CH:18][C:17]([C@@H:20]2[NH:25][CH2:24][C@@H:23]([CH3:26])[O:22][CH2:21]2)=[CH:16][CH:15]=1. Product: [F:13][C:14]1[CH:15]=[CH:16][C:17]([C@@H:20]2[CH2:21][O:22][C@@H:23]([CH3:26])[CH2:24][N:25]2[C:2]2[CH:3]=[CH:4][C:5]3[O:6][CH2:7][C:8](=[O:12])[NH:9][C:10]=3[N:11]=2)=[CH:18][CH:19]=1. The catalyst class is: 16. (6) Reactant: [CH3:1][C:2]1[CH:7]=[CH:6][CH:5]=[C:4]([CH3:8])[C:3]=1[N:9]1[CH:13]=[CH:12][C:11]([NH2:14])=[N:10]1.C(N(CC)CC)C.[Cl:22][C:23]1[CH:31]=[CH:30][CH:29]=[CH:28][C:24]=1[C:25](Cl)=[O:26]. Product: [Cl:22][C:23]1[CH:31]=[CH:30][CH:29]=[CH:28][C:24]=1[C:25]([NH:14][C:11]1[CH:12]=[CH:13][N:9]([C:3]2[C:4]([CH3:8])=[CH:5][CH:6]=[CH:7][C:2]=2[CH3:1])[N:10]=1)=[O:26]. The catalyst class is: 4. (7) Reactant: [OH:1][C:2]1[CH:11]=[CH:10][C:5]([C:6]([O:8][CH3:9])=[O:7])=[CH:4][CH:3]=1.C1(P([C:25]2[CH:30]=[CH:29]C=CC=2)C2C=CC=CC=2)C=CC=CC=1.[N:32]([C:33]([O:35]CC)=[O:34])=[N:32][C:33]([O:35]CC)=[O:34].[C:43](=O)([O-])[O-].[K+].[K+].O1[CH2:53][CH2:52][CH2:51][CH2:50]1. Product: [C:30]([O:35][C:33]([N:32]1[CH2:50][CH2:51][C@H:52]([O:1][C:2]2[CH:3]=[CH:4][C:5]([C:6]([O:8][CH3:9])=[O:7])=[CH:10][CH:11]=2)[CH2:53]1)=[O:34])([CH3:29])([CH3:25])[CH3:43]. The catalyst class is: 133.